This data is from Forward reaction prediction with 1.9M reactions from USPTO patents (1976-2016). The task is: Predict the product of the given reaction. (1) Given the reactants [Br:1][CH:2]([CH2:6][CH:7]([CH2:12][CH3:13])[CH2:8][CH2:9][CH2:10][CH3:11])[C:3](Cl)=[O:4].C([O-])(O)=[O:15].[Na+], predict the reaction product. The product is: [Br:1][CH:2]([CH2:6][CH:7]([CH2:12][CH3:13])[CH2:8][CH2:9][CH2:10][CH3:11])[C:3]([OH:15])=[O:4]. (2) Given the reactants [Cl:1][C:2]1[CH:3]=[CH:4][C:5]([C:34]#[N:35])=[C:6]([C:8]2[C:13]([O:14][CH3:15])=[CH:12][N:11]([CH:16]([CH2:24][C:25]3([C:29]([F:32])([F:31])[F:30])[CH2:28][CH2:27][CH2:26]3)[C:17]([O:19]C(C)(C)C)=[O:18])[C:10](=[O:33])[CH:9]=2)[CH:7]=1.C(O)(C(F)(F)F)=O, predict the reaction product. The product is: [Cl:1][C:2]1[CH:3]=[CH:4][C:5]([C:34]#[N:35])=[C:6]([C:8]2[C:13]([O:14][CH3:15])=[CH:12][N:11]([CH:16]([CH2:24][C:25]3([C:29]([F:31])([F:32])[F:30])[CH2:28][CH2:27][CH2:26]3)[C:17]([OH:19])=[O:18])[C:10](=[O:33])[CH:9]=2)[CH:7]=1. (3) The product is: [Cl:1][C:2]1[CH:7]=[CH:6][C:5]([CH:8]([C:26]2[CH:27]=[CH:28][C:29]([Cl:32])=[CH:30][CH:31]=2)[C:9]2[CH:10]=[C:11]3[C:16](=[CH:17][CH:18]=2)[N:15]=[N:14][CH:13]=[C:12]3[NH:19][CH:20]2[CH2:21][CH2:22][N:23]([S:41]([C:44]3[CH:53]=[CH:52][CH:51]=[CH:50][C:45]=3[C:46]([O:48][CH3:49])=[O:47])(=[O:43])=[O:42])[CH2:24][CH2:25]2)=[CH:4][CH:3]=1. Given the reactants [Cl:1][C:2]1[CH:7]=[CH:6][C:5]([CH:8]([C:26]2[CH:31]=[CH:30][C:29]([Cl:32])=[CH:28][CH:27]=2)[C:9]2[CH:10]=[C:11]3[C:16](=[CH:17][CH:18]=2)[N:15]=[N:14][CH:13]=[C:12]3[NH:19][CH:20]2[CH2:25][CH2:24][NH:23][CH2:22][CH2:21]2)=[CH:4][CH:3]=1.C(N(CC)CC)C.Cl[S:41]([C:44]1[CH:53]=[CH:52][CH:51]=[CH:50][C:45]=1[C:46]([O:48][CH3:49])=[O:47])(=[O:43])=[O:42], predict the reaction product. (4) Given the reactants [BH4-].[Na+].[CH2:3]([C:7]1[CH:15]=[CH:14][C:10]([C:11]([NH2:13])=[O:12])=[CH:9][C:8]=1[N+:16]([O-])=O)[CH:4]([CH3:6])[CH3:5].O, predict the reaction product. The product is: [NH2:16][C:8]1[CH:9]=[C:10]([CH:14]=[CH:15][C:7]=1[CH2:3][CH:4]([CH3:6])[CH3:5])[C:11]([NH2:13])=[O:12]. (5) Given the reactants C(Cl)(=O)C.OC=[C:7]1[C:15]2[C:10](=[CH:11][CH:12]=[C:13]([C:16]([C:18]3[CH:23]=[CH:22][C:21]([NH:24][C:25]([C:27]4N(CC)N=C(C)C=4)=[O:26])=[CH:20][CH:19]=3)=[O:17])[CH:14]=2)[NH:9][C:8]1=[O:35], predict the reaction product. The product is: [O:35]=[C:8]1[CH2:7][C:15]2[C:10](=[CH:11][CH:12]=[C:13]([C:16]([C:18]3[CH:23]=[CH:22][C:21]([NH:24][C:25](=[O:26])[CH3:27])=[CH:20][CH:19]=3)=[O:17])[CH:14]=2)[NH:9]1. (6) Given the reactants [CH2:1]([C:5]1[N:6]=[C:7]([CH3:27])[NH:8][C:9](=[O:26])[C:10]=1[CH2:11][C:12]1[CH:17]=[CH:16][C:15]([C:18]2[C:19]([C:24]#[N:25])=[CH:20][CH:21]=[CH:22][CH:23]=2)=[CH:14][CH:13]=1)[CH2:2][CH2:3][CH3:4].[O:28]1[C:32]2[CH:33]=[CH:34][C:35](B(O)O)=[CH:36][C:31]=2[O:30][CH2:29]1.C(N(CC)CC)C.N1C=CC=CC=1, predict the reaction product. The product is: [O:28]1[C:32]2[CH:33]=[CH:34][C:35]([N:8]3[C:9](=[O:26])[C:10]([CH2:11][C:12]4[CH:17]=[CH:16][C:15]([C:18]5[C:19]([C:24]#[N:25])=[CH:20][CH:21]=[CH:22][CH:23]=5)=[CH:14][CH:13]=4)=[C:5]([CH2:1][CH2:2][CH2:3][CH3:4])[N:6]=[C:7]3[CH3:27])=[CH:36][C:31]=2[O:30][CH2:29]1. (7) Given the reactants [N:1]1([CH:6]2[CH2:10][CH2:9][C:8](=[O:11])[CH2:7]2)[CH:5]=[CH:4][CH:3]=[N:2]1.[BH4-].[Na+].Cl.C([O-])(O)=O.[Na+], predict the reaction product. The product is: [N:1]1([C@@H:6]2[CH2:10][CH2:9][C@H:8]([OH:11])[CH2:7]2)[CH:5]=[CH:4][CH:3]=[N:2]1. (8) Given the reactants [CH3:1][O:2][C:3]1[CH:14]=[CH:13][C:6]([CH2:7][NH:8][C:9](=[O:12])[CH:10]=[CH2:11])=[CH:5][CH:4]=1.Br[C:16]1[CH:17]=[C:18]2[C:22](=[CH:23][CH:24]=1)[NH:21][CH:20]=[C:19]2[CH2:25][CH2:26][N:27]([CH3:29])[CH3:28].CCN(CC)CC.C(OCC)(=O)C, predict the reaction product. The product is: [CH3:29][N:27]([CH3:28])[CH2:26][CH2:25][C:19]1[C:18]2[C:22](=[CH:23][CH:24]=[C:16](/[CH:11]=[CH:10]/[C:9]([NH:8][CH2:7][C:6]3[CH:5]=[CH:4][C:3]([O:2][CH3:1])=[CH:14][CH:13]=3)=[O:12])[CH:17]=2)[NH:21][CH:20]=1. (9) Given the reactants [NH2:1][CH:2]([C:5]1[C:6](=[O:16])[NH:7][C:8]([CH:11]2[CH2:15][CH2:14][CH2:13][CH2:12]2)=[N:9][N:10]=1)[CH2:3][CH3:4].[CH:17]12[CH2:23][CH:20]([CH:21]=[CH:22]1)[CH2:19][CH:18]2[C:24](Cl)=[O:25], predict the reaction product. The product is: [CH:11]1([C:8]2[NH:7][C:6](=[O:16])[C:5]([CH:2]([NH:1][C:24]([CH:18]3[CH2:19][CH:20]4[CH2:23][CH:17]3[CH:22]=[CH:21]4)=[O:25])[CH2:3][CH3:4])=[N:10][N:9]=2)[CH2:15][CH2:14][CH2:13][CH2:12]1.